Dataset: Reaction yield outcomes from USPTO patents with 853,638 reactions. Task: Predict the reaction yield, written as a fraction of the theoretical maximum amount of product (1.0 means a 100% yield; for example, 0.34 means a 34% yield). (1) The reactants are [C:1]([O:5][C:6](=[O:30])[NH:7][C:8]1[CH:13]=[C:12]([N+:14]([O-])=O)[C:11](/[CH:17]=[CH:18]/[C:19]2[C:20]([O:26][CH3:27])=[N:21][CH:22]=[CH:23][C:24]=2[I:25])=[CH:10][C:9]=1[O:28][CH3:29])([CH3:4])([CH3:3])[CH3:2].O. The catalyst is P(OCC)(OCC)OCC. The product is [C:1]([O:5][C:6](=[O:30])[NH:7][C:8]1[CH:13]=[C:12]2[C:11]([CH:17]=[C:18]([C:19]3[C:20]([O:26][CH3:27])=[N:21][CH:22]=[CH:23][C:24]=3[I:25])[NH:14]2)=[CH:10][C:9]=1[O:28][CH3:29])([CH3:4])([CH3:3])[CH3:2]. The yield is 0.480. (2) The reactants are [Br:1][C:2]1[CH:11]=[CH:10][CH:9]=[C:8]2[C:3]=1[CH2:4][CH2:5][N:6]([C:15]([O:17][C:18]([CH3:21])([CH3:20])[CH3:19])=[O:16])[CH:7]2[C:12]([OH:14])=[O:13].S(Cl)(Cl)=O.[C:26](OC([O-])=O)([O-])=O.[Na+].[Na+].O(C(OC(C)(C)C)=O)C(OC(C)(C)C)=O. The catalyst is CO.O1CCOCC1. The product is [Br:1][C:2]1[CH:11]=[CH:10][CH:9]=[C:8]2[C:3]=1[CH2:4][CH2:5][N:6]([C:15]([O:17][C:18]([CH3:21])([CH3:20])[CH3:19])=[O:16])[CH:7]2[C:12]([O:14][CH3:26])=[O:13]. The yield is 0.770.